From a dataset of Forward reaction prediction with 1.9M reactions from USPTO patents (1976-2016). Predict the product of the given reaction. The product is: [F:1][C:2]1[CH:3]=[CH:4][C:5]([CH2:8][C:10]2[CH:15]=[CH:14][C:13]([N+:16]([O-:18])=[O:17])=[CH:12][CH:11]=2)=[CH:6][CH:7]=1. Given the reactants [F:1][C:2]1[CH:7]=[CH:6][C:5]([C:8]([C:10]2[CH:15]=[CH:14][C:13]([N+:16]([O-:18])=[O:17])=[CH:12][CH:11]=2)=O)=[CH:4][CH:3]=1.FC(F)(F)S(O)(=O)=O.C([SiH](CC)CC)C.C(=O)(O)[O-].[Na+], predict the reaction product.